Task: Predict the product of the given reaction.. Dataset: Forward reaction prediction with 1.9M reactions from USPTO patents (1976-2016) (1) Given the reactants [Br:1][C:2]1[CH:8]=[CH:7][C:5]([NH2:6])=[C:4]([CH3:9])[CH:3]=1.[C:10](Cl)(=[O:17])[C:11]1[CH:16]=[CH:15][CH:14]=[CH:13][CH:12]=1, predict the reaction product. The product is: [Br:1][C:2]1[CH:8]=[CH:7][C:5]([NH:6][C:10](=[O:17])[C:11]2[CH:16]=[CH:15][CH:14]=[CH:13][CH:12]=2)=[C:4]([CH3:9])[CH:3]=1. (2) Given the reactants C([O:4][CH2:5][C:6]1[C:11]([N:12]2[CH2:23][CH2:22][N:21]3[C:14](=[CH:15][C:16]4[CH2:17][C:18]([CH3:25])([CH3:24])[CH2:19][C:20]=43)[C:13]2=[O:26])=[CH:10][C:9]([F:27])=[CH:8][C:7]=1[C:28]1[CH:33]=[C:32]([NH:34][C:35]2[CH:40]=[CH:39][C:38]([N:41]3[CH2:46][C@@H:45]([CH3:47])[N:44]([CH:48]4[CH2:51][O:50][CH2:49]4)[CH2:43][C@@H:42]3[CH3:52])=[CH:37][N:36]=2)[C:31](=[O:53])[N:30]([CH3:54])[CH:29]=1)(=O)C.[OH-].[Li+], predict the reaction product. The product is: [CH3:52][C@H:42]1[CH2:43][N:44]([CH:48]2[CH2:51][O:50][CH2:49]2)[C@H:45]([CH3:47])[CH2:46][N:41]1[C:38]1[CH:39]=[CH:40][C:35]([NH:34][C:32]2[C:31](=[O:53])[N:30]([CH3:54])[CH:29]=[C:28]([C:7]3[C:6]([CH2:5][OH:4])=[C:11]([N:12]4[CH2:23][CH2:22][N:21]5[C:20]6[CH2:19][C:18]([CH3:24])([CH3:25])[CH2:17][C:16]=6[CH:15]=[C:14]5[C:13]4=[O:26])[CH:10]=[C:9]([F:27])[CH:8]=3)[CH:33]=2)=[N:36][CH:37]=1.